From a dataset of Retrosynthesis with 50K atom-mapped reactions and 10 reaction types from USPTO. Predict the reactants needed to synthesize the given product. (1) Given the product CS(C)(=O)=Nc1cccc(Br)c1, predict the reactants needed to synthesize it. The reactants are: Brc1cccc(I)c1.CS(C)(=N)=O. (2) The reactants are: Nc1ccc(I)cc1F.O=C(O)C1CC1. Given the product O=C(Nc1ccc(I)cc1F)C1CC1, predict the reactants needed to synthesize it. (3) Given the product CC(C)C[C@H](NC(=O)c1ccc(NC2CC2)c(OCC2CC2)n1)C(N)=O, predict the reactants needed to synthesize it. The reactants are: CC(C)C[C@H](N)C(N)=O.O=C(O)c1ccc(NC2CC2)c(OCC2CC2)n1. (4) Given the product Cc1nnc(C(C)(C)c2ccc([N+](=O)[O-])cc2)o1, predict the reactants needed to synthesize it. The reactants are: CC(=O)NNC(=O)C(C)(C)c1ccc([N+](=O)[O-])cc1. (5) Given the product CS(=O)(=O)c1ccc(C(CC2CCCC2)C(=O)Nc2ccc(Cl)cn2)cc1Cl, predict the reactants needed to synthesize it. The reactants are: CS(=O)(=O)c1ccc(C(CC2CCCC2)C(=O)O)cc1Cl.Nc1ccc(Cl)cn1. (6) Given the product CN1CCOC2(CCN(c3ccc(Cl)nn3)CC2)C1, predict the reactants needed to synthesize it. The reactants are: CN1CCOC2(CCNCC2)C1.Clc1ccc(Cl)nn1.